From a dataset of Forward reaction prediction with 1.9M reactions from USPTO patents (1976-2016). Predict the product of the given reaction. (1) Given the reactants [C:1]([NH:8][CH2:9][CH2:10]Br)([O:3][C:4]([CH3:7])([CH3:6])[CH3:5])=[O:2].[N-:12]=[N+:13]=[N-:14].[Na+], predict the reaction product. The product is: [C:4]([O:3][C:1](=[O:2])[NH:8][CH2:9][CH2:10][N:12]=[N+:13]=[N-:14])([CH3:7])([CH3:6])[CH3:5]. (2) Given the reactants [Cl:1][C:2]1[CH:3]=[CH:4][C:5]([N:15]2[CH:19]=[C:18]([Cl:20])[N:17]=[N:16]2)=[C:6]([C:8]2[N:13]=[CH:12][N:11]=[C:10]([OH:14])[CH:9]=2)[CH:7]=1.COC(NC(NC(OC)=O)=N[Cl:28])=O, predict the reaction product. The product is: [Cl:28][C:9]1[C:10]([OH:14])=[N:11][CH:12]=[N:13][C:8]=1[C:6]1[CH:7]=[C:2]([Cl:1])[CH:3]=[CH:4][C:5]=1[N:15]1[CH:19]=[C:18]([Cl:20])[N:17]=[N:16]1. (3) Given the reactants [CH3:1][O:2][C:3]1[CH:8]=[CH:7][C:6]([CH2:9][C:10](=O)[CH3:11])=[C:5]([C:13]([C:15]2[CH:16]=[N:17][CH:18]=[CH:19][CH:20]=2)=O)[CH:4]=1.O.[NH2:22][NH2:23], predict the reaction product. The product is: [CH3:1][O:2][C:3]1[CH:8]=[CH:7][C:6]2[CH2:9][C:10]([CH3:11])=[N:22][N:23]=[C:13]([C:15]3[CH:16]=[N:17][CH:18]=[CH:19][CH:20]=3)[C:5]=2[CH:4]=1. (4) Given the reactants O[Li].O.O.[Cl:5][C:6]1[CH:7]=[C:8]2[C:13](=[C:14]([Cl:16])[CH:15]=1)[O:12][CH2:11][CH2:10][C:9]2([C:18]([O:20]C)=[O:19])[OH:17], predict the reaction product. The product is: [Cl:5][C:6]1[CH:7]=[C:8]2[C:13](=[C:14]([Cl:16])[CH:15]=1)[O:12][CH2:11][CH2:10][C:9]2([C:18]([OH:20])=[O:19])[OH:17]. (5) Given the reactants C(Cl)(=O)C(Cl)=O.CS(C)=O.[O:11]1[C:16]2[CH:17]=[CH:18][C:19]([N:21]3[CH2:25][C@@H:24]([CH2:26][OH:27])[O:23][C:22]3=[O:28])=[CH:20][C:15]=2[O:14][CH2:13][CH2:12]1, predict the reaction product. The product is: [O:11]1[C:16]2[CH:17]=[CH:18][C:19]([N:21]3[CH2:25][C@@H:24]([CH:26]=[O:27])[O:23][C:22]3=[O:28])=[CH:20][C:15]=2[O:14][CH2:13][CH2:12]1.